Task: Binary Classification. Given a drug SMILES string, predict its activity (active/inactive) in a high-throughput screening assay against a specified biological target.. Dataset: KCNQ2 potassium channel screen with 302,405 compounds (1) The result is 0 (inactive). The molecule is O=C(NC1CCCCCC1)C(n1ncc([N+]([O-])=O)c1)C. (2) The drug is S(c1nn2c(c(Cc3cc(ccc3)C)c(nc2n1)C)C)CC(=O)NCc1occc1. The result is 0 (inactive). (3) The compound is Clc1cc(OCCN2CCN(CC2)C)ccc1. The result is 0 (inactive). (4) The compound is O1CCN(Cc2cc(C3N(C(=O)c4c(N3)cccc4)c3ccc(OC)cc3)ccc2OC)CC1. The result is 0 (inactive). (5) The compound is Brc1ccc(C(=O)NCCC(=O)NCc2ncccc2)cc1. The result is 0 (inactive). (6) The molecule is S(CC(=O)N1C(C(=O)Nc2c1cccc2)(C)C)c1n(CCCCCC)c(nn1)COc1c(F)cccc1. The result is 0 (inactive). (7) The drug is S(c1n(nnn1)c1ccccc1)CC(=O)Nc1nc(sn1)c1ccc(cc1)C. The result is 0 (inactive).